This data is from Forward reaction prediction with 1.9M reactions from USPTO patents (1976-2016). The task is: Predict the product of the given reaction. (1) Given the reactants Br[C:2]1[CH:3]=[CH:4][CH:5]=[C:6]2[C:11]=1[N:10]=[C:9]([C:12]([F:21])([F:20])[C:13]1[CH:18]=[CH:17][C:16]([F:19])=[CH:15][N:14]=1)[N:8]=[C:7]2[S:22][CH3:23].C1(P(C2C=CC=CC=2)C2C3OC4C(=CC=CC=4P(C4C=CC=CC=4)C4C=CC=CC=4)C(C)(C)C=3C=CC=2)C=CC=CC=1.[C:66]([NH2:69])(=[O:68])[CH3:67].C([O-])([O-])=O.[Cs+].[Cs+], predict the reaction product. The product is: [F:20][C:12]([F:21])([C:13]1[CH:18]=[CH:17][C:16]([F:19])=[CH:15][N:14]=1)[C:9]1[N:8]=[C:7]([S:22][CH3:23])[C:6]2[C:11](=[C:2]([NH:69][C:66](=[O:68])[CH3:67])[CH:3]=[CH:4][CH:5]=2)[N:10]=1. (2) Given the reactants [NH2:1][C:2]1[CH:3]=[CH:4][C:5]([F:27])=[C:6]([C@:8]23[CH2:16][O:15][C@H:14]([CH2:17][F:18])[C@H:13]2[CH2:12][S:11][C:10]([NH:19][C:20](=[O:26])[O:21][C:22]([CH3:25])([CH3:24])[CH3:23])=[N:9]3)[CH:7]=1.[CH3:28][O:29][C:30]1[N:31]=[CH:32][C:33]([C:36](O)=[O:37])=[N:34][CH:35]=1.C(N(CC)C(C)C)(C)C.F[P-](F)(F)(F)(F)F.[PH4+], predict the reaction product. The product is: [F:27][C:5]1[CH:4]=[CH:3][C:2]([NH:1][C:36]([C:33]2[CH:32]=[N:31][C:30]([O:29][CH3:28])=[CH:35][N:34]=2)=[O:37])=[CH:7][C:6]=1[C@:8]12[CH2:16][O:15][C@H:14]([CH2:17][F:18])[C@H:13]1[CH2:12][S:11][C:10]([NH:19][C:20](=[O:26])[O:21][C:22]([CH3:24])([CH3:23])[CH3:25])=[N:9]2. (3) Given the reactants C(OC(=O)[NH:7][C:8]1([CH2:22][CH2:23][CH2:24][O:25][CH3:26])[CH2:13][CH2:12][CH:11]([O:14][Si](C(C)(C)C)(C)C)[CH2:10][CH2:9]1)(C)(C)C.FC(F)(F)C(O)=O.Cl, predict the reaction product. The product is: [NH2:7][C:8]1([CH2:22][CH2:23][CH2:24][O:25][CH3:26])[CH2:13][CH2:12][CH:11]([OH:14])[CH2:10][CH2:9]1. (4) Given the reactants C[O:2][C:3](=[O:23])[CH2:4][CH2:5][C:6]1[CH:11]=[CH:10][C:9]([O:12][C:13]2[CH:18]=[C:17]([CH2:19][CH3:20])[CH:16]=[C:15](Br)[CH:14]=2)=[CH:8][C:7]=1[CH3:22].[Cl:24][C:25]1[CH:30]=[CH:29][C:28]([OH:31])=[C:27]([O:32][C:33]2[CH:38]=[CH:37][CH:36]=[CH:35][CH:34]=2)[CH:26]=1, predict the reaction product. The product is: [Cl:24][C:25]1[CH:30]=[CH:29][C:28]([O:31][C:15]2[CH:14]=[C:13]([CH:18]=[C:17]([CH2:19][CH3:20])[CH:16]=2)[O:12][C:9]2[CH:10]=[CH:11][C:6]([CH2:5][CH2:4][C:3]([OH:2])=[O:23])=[C:7]([CH3:22])[CH:8]=2)=[C:27]([O:32][C:33]2[CH:38]=[CH:37][CH:36]=[CH:35][CH:34]=2)[CH:26]=1. (5) Given the reactants [CH3:1][C@@H:2]1[CH2:7][N:6]([C:8]2[CH:9]=[CH:10][C:11]3[O:12][CH2:13][C:14](=[O:18])[NH:15][C:16]=3[N:17]=2)[C@H:5]([C:19]2[CH:24]=[CH:23][CH:22]=[CH:21][CH:20]=2)[CH2:4][O:3]1.[F:25][B-](F)(F)F.F[B-](F)(F)F.CCCCCCCC, predict the reaction product. The product is: [F:25][C:9]1[C:8]([N:6]2[C@H:5]([C:19]3[CH:20]=[CH:21][CH:22]=[CH:23][CH:24]=3)[CH2:4][O:3][C@H:2]([CH3:1])[CH2:7]2)=[N:17][C:16]2[NH:15][C:14](=[O:18])[CH2:13][O:12][C:11]=2[CH:10]=1. (6) The product is: [Cl:40][CH2:39][CH2:38][O:37][C:33]1[CH:32]=[C:31]([CH:36]=[CH:35][CH:34]=1)[CH2:30][N:11]1[C:10]2[CH:41]=[CH:42][C:7]([OH:6])=[CH:8][C:9]=2[O:15][CH2:14][CH:13]([C:16]2[CH:17]=[CH:18][C:19]([OH:22])=[CH:20][CH:21]=2)[CH2:12]1. Given the reactants C([Si](C)(C)[O:6][C:7]1[CH:42]=[CH:41][C:10]2[N:11]([CH2:30][C:31]3[CH:36]=[CH:35][CH:34]=[C:33]([O:37][CH2:38][CH2:39][Cl:40])[CH:32]=3)[CH2:12][CH:13]([C:16]3[CH:21]=[CH:20][C:19]([O:22][Si](C(C)(C)C)(C)C)=[CH:18][CH:17]=3)[CH2:14][O:15][C:9]=2[CH:8]=1)(C)(C)C.CCCC[N+](CCCC)(CCCC)CCCC.[F-], predict the reaction product. (7) Given the reactants [Br:1][C:2]1[CH:3]=[C:4]([C:8]([O:10]CC)=[O:9])[NH:5][C:6]=1[CH3:7].[OH-].[Li+], predict the reaction product. The product is: [Br:1][C:2]1[CH:3]=[C:4]([C:8]([OH:10])=[O:9])[NH:5][C:6]=1[CH3:7]. (8) Given the reactants [Cl:1][C:2]1[C:7]2[CH:8]=[CH:9][NH:10][C:6]=2[CH:5]=[CH:4][N:3]=1.[I:11]N1C(=O)CCC1=O.C(Cl)(Cl)Cl.O, predict the reaction product. The product is: [Cl:1][C:2]1[C:7]2[C:8]([I:11])=[CH:9][NH:10][C:6]=2[CH:5]=[CH:4][N:3]=1.